From a dataset of Reaction yield outcomes from USPTO patents with 853,638 reactions. Predict the reaction yield, written as a fraction of the theoretical maximum amount of product (1.0 means a 100% yield; for example, 0.34 means a 34% yield). (1) The reactants are [C:1]([NH:8][C@H:9]1[CH2:14][CH2:13][C@H:12]([C:15]([OH:17])=O)[CH2:11][CH2:10]1)([O:3][C:4]([CH3:7])([CH3:6])[CH3:5])=[O:2].[Br:18][C:19]1[CH:26]=[CH:25][C:22]([NH:23][CH3:24])=[CH:21][CH:20]=1.CCN(CC)CC.CN(C(ON1N=NC2C=CC=NC1=2)=[N+](C)C)C.F[P-](F)(F)(F)(F)F. The catalyst is CN(C=O)C.CC(OC)(C)C. The product is [C:4]([O:3][C:1](=[O:2])[NH:8][C@H:9]1[CH2:10][CH2:11][C@H:12]([C:15](=[O:17])[N:23]([C:22]2[CH:25]=[CH:26][C:19]([Br:18])=[CH:20][CH:21]=2)[CH3:24])[CH2:13][CH2:14]1)([CH3:5])([CH3:6])[CH3:7]. The yield is 0.390. (2) The reactants are C(OCCOCCl)(=O)C.[CH:10]([O:13][P:14]([O:19]C(C)C)[O:15][CH:16]([CH3:18])[CH3:17])([CH3:12])[CH3:11]. No catalyst specified. The product is [PH:14](=[O:19])([O:15][CH:16]([CH3:18])[CH3:17])[O:13][CH:10]([CH3:12])[CH3:11]. The yield is 0.470. (3) The reactants are [NH2:1][C:2]1[C:3]2[C:4]3[C:5](=[N:17][N:18]([CH2:20][C:21]4[C:26]([Cl:27])=[C:25]([O:28][CH3:29])[C:24]([CH3:30])=[CH:23][N:22]=4)[N:19]=2)[CH:6]=[C:7]([CH2:12][C:13]([NH:15][CH3:16])=[O:14])[C:8]=3[CH2:9][S:10][N:11]=1.Cl. The catalyst is C(O)C. The product is [ClH:27].[NH2:1][C:2]1[C:3]2[C:4]3[C:5](=[N:17][N:18]([CH2:20][C:21]4[C:26]([Cl:27])=[C:25]([O:28][CH3:29])[C:24]([CH3:30])=[CH:23][N:22]=4)[N:19]=2)[CH:6]=[C:7]([CH2:12][C:13]([NH:15][CH3:16])=[O:14])[C:8]=3[CH2:9][S:10][N:11]=1. The yield is 0.900. (4) The reactants are [CH:1]1([CH2:7][CH:8]([NH:12][C:13]([C:15]2[CH:45]=[CH:44][C:18]3[N:19]([CH:38]4[CH2:43][CH2:42][CH2:41][CH2:40][CH2:39]4)[C:20]([C:22]4[CH:23]=[C:24]5[C:29](=[CH:30][CH:31]=4)[N:28]=[C:27]([C:32]4[CH:37]=[CH:36][CH:35]=[CH:34][CH:33]=4)[CH:26]=[N:25]5)=[N:21][C:17]=3[CH:16]=2)=[O:14])[C:9]([OH:11])=[O:10])[CH2:6][CH2:5][CH2:4][CH2:3][CH2:2]1.N1(C(OCC2C3C(=CC=CC=3)C3C2=CC=CC=3)=O)CC2C(=CC=CC=2)C[C@H:47]1C(O)=O. No catalyst specified. The product is [CH:38]1([N:19]2[C:18]3[CH:44]=[CH:45][C:15]([C:13]([N:12]4[CH:8]([C:9]([OH:11])=[O:10])[CH2:7][C:1]5[C:6](=[CH:5][CH:4]=[CH:3][CH:2]=5)[CH2:47]4)=[O:14])=[CH:16][C:17]=3[N:21]=[C:20]2[C:22]2[CH:23]=[C:24]3[C:29](=[CH:30][CH:31]=2)[N:28]=[C:27]([C:32]2[CH:37]=[CH:36][CH:35]=[CH:34][CH:33]=2)[CH:26]=[N:25]3)[CH2:39][CH2:40][CH2:41][CH2:42][CH2:43]1. The yield is 0.410. (5) The reactants are Br[C:2]1[CH:3]=[C:4]([NH:10][C:11]2[CH:23]=[C:14]3[CH2:15][N:16]([CH2:19][CH2:20][C:21]#[N:22])[CH2:17][CH2:18][N:13]3[N:12]=2)[C:5](=[O:9])[N:6]([CH3:8])[CH:7]=1.[C:24]([O:27][CH2:28][C:29]1[C:30]([N:44]2[CH2:55][CH2:54][N:53]3[C:46](=[CH:47][C:48]4[CH2:49][C:50]([CH3:57])([CH3:56])[CH2:51][C:52]=43)[C:45]2=[O:58])=[N:31][CH:32]=[CH:33][C:34]=1B1OC(C)(C)C(C)(C)O1)(=[O:26])[CH3:25]. No catalyst specified. The product is [C:24]([O:27][CH2:28][C:29]1[C:30]([N:44]2[CH2:55][CH2:54][N:53]3[C:46](=[CH:47][C:48]4[CH2:49][C:50]([CH3:57])([CH3:56])[CH2:51][C:52]=43)[C:45]2=[O:58])=[N:31][CH:32]=[CH:33][C:34]=1[C:2]1[CH:3]=[C:4]([NH:10][C:11]2[CH:23]=[C:14]3[CH2:15][N:16]([CH2:19][CH2:20][C:21]#[N:22])[CH2:17][CH2:18][N:13]3[N:12]=2)[C:5](=[O:9])[N:6]([CH3:8])[CH:7]=1)(=[O:26])[CH3:25]. The yield is 0.520. (6) The reactants are Cl[C:2]1[N:31]=[CH:30][CH:29]=[CH:28][C:3]=1[C:4]([N:6]([C:17]1[CH:27]=[CH:26][C:20]([C:21]([O:23][CH2:24][CH3:25])=[O:22])=[CH:19][CH:18]=1)NCC1C=CC(OC)=CC=1)=[O:5].[C:55]1(P([C:55]2[CH:60]=[CH:59][CH:58]=[CH:57][CH:56]=2)CCCP([C:55]2[CH:60]=[CH:59][CH:58]=[CH:57][CH:56]=2)[C:55]2[CH:60]=[CH:59][CH:58]=[CH:57][CH:56]=2)[CH:60]=[CH:59][CH:58]=[CH:57][CH:56]=1.[CH2:61](P(CCCC)CCCC)CCC.[C:74](=[O:77])([O-])[O-].[K+].[K+]. The catalyst is CN(C)C=O.C([O-])(=O)C.[Pd+2].C([O-])(=O)C. The product is [CH3:74][O:77][C:55]1[CH:56]=[CH:57][C:58]([CH2:61][N:6]2[C:17]3[CH:18]=[CH:19][C:20]([C:21]([O:23][CH2:24][CH3:25])=[O:22])=[CH:26][C:27]=3[C:2]3[N:31]=[CH:30][CH:29]=[CH:28][C:3]=3[C:4]2=[O:5])=[CH:59][CH:60]=1. The yield is 0.890.